From a dataset of Full USPTO retrosynthesis dataset with 1.9M reactions from patents (1976-2016). Predict the reactants needed to synthesize the given product. (1) Given the product [CH3:40][C:16]1[CH:17]=[C:18]([O:21][C:22]2[CH:27]=[CH:26][CH:25]=[C:24]([O:28][C:29]3[CH:34]=[CH:33][C:32]([C:35]([F:38])([F:37])[F:36])=[CH:31][C:30]=3[C:1]3[CH:6]=[CH:5][CH:4]=[CH:3][CH:2]=3)[CH:23]=2)[CH:19]=[CH:20][C:15]=1[CH2:14][CH2:13][C:12]([OH:11])=[O:41], predict the reactants needed to synthesize it. The reactants are: [C:1]1(B(O)O)[CH:6]=[CH:5][CH:4]=[CH:3][CH:2]=1.C[O:11][C:12](=[O:41])[CH2:13][CH2:14][C:15]1[CH:20]=[CH:19][C:18]([O:21][C:22]2[CH:27]=[CH:26][CH:25]=[C:24]([O:28][C:29]3[CH:34]=[CH:33][C:32]([C:35]([F:38])([F:37])[F:36])=[CH:31][C:30]=3Br)[CH:23]=2)=[CH:17][C:16]=1[CH3:40]. (2) Given the product [F:1][C:2]([F:28])([F:27])[C:3]1[NH:4][C:5]2[C:10]([CH:11]=1)=[CH:9][C:8]([CH2:12][NH:13][C:14]([C:16]1[CH:21]=[CH:20][C:19]([C:22]([F:25])([F:24])[F:23])=[CH:18][N:17]=1)=[O:15])=[CH:7][C:6]=2[C:29]#[N:30], predict the reactants needed to synthesize it. The reactants are: [F:1][C:2]([F:28])([F:27])[C:3]1[NH:4][C:5]2[C:10]([CH:11]=1)=[CH:9][C:8]([CH2:12][NH:13][C:14]([C:16]1[CH:21]=[CH:20][C:19]([C:22]([F:25])([F:24])[F:23])=[CH:18][N:17]=1)=[O:15])=[CH:7][C:6]=2Br.[CH3:29][N:30](C=O)C. (3) Given the product [CH2:16]([O:18][C:19]([C:21]1[C:22]([N:7]([CH:8]2[CH2:13][CH:12]3[CH2:14][CH:9]2[CH2:10][CH2:11]3)[CH2:6][CH2:5][C:4]([O:3][CH2:1][CH3:2])=[O:15])=[N:23][C:24]([S:27][CH3:28])=[N:25][CH:26]=1)=[O:20])[CH3:17], predict the reactants needed to synthesize it. The reactants are: [CH2:1]([O:3][C:4](=[O:15])[CH2:5][CH2:6][NH:7][CH:8]1[CH2:13][CH:12]2[CH2:14][CH:9]1[CH2:10][CH2:11]2)[CH3:2].[CH2:16]([O:18][C:19]([C:21]1[C:22](Cl)=[N:23][C:24]([S:27][CH3:28])=[N:25][CH:26]=1)=[O:20])[CH3:17].C(N(CC)CC)C.O. (4) Given the product [Cl:9][C:4]1[N:3]=[C:2]([C:13]2[C:12]([O:11][CH3:10])=[CH:17][CH:16]=[CH:15][C:14]=2[O:18][CH3:19])[C:7]([NH2:8])=[CH:6][CH:5]=1, predict the reactants needed to synthesize it. The reactants are: Br[C:2]1[C:7]([NH2:8])=[CH:6][CH:5]=[C:4]([Cl:9])[N:3]=1.[CH3:10][O:11][C:12]1[CH:17]=[CH:16][CH:15]=[C:14]([O:18][CH3:19])[C:13]=1B(O)O.C([O-])([O-])=O.[Na+].[Na+].COCCOC.